This data is from Retrosynthesis with 50K atom-mapped reactions and 10 reaction types from USPTO. The task is: Predict the reactants needed to synthesize the given product. (1) Given the product O=C(Cn1ccc(-c2ccc(C(=O)NO)s2)n1)Nc1ccccc1, predict the reactants needed to synthesize it. The reactants are: COC(=O)c1ccc(-c2ccn(CC(=O)Nc3ccccc3)n2)s1.NO. (2) Given the product CC(C)(C)OC(=O)CC(C(=O)O)c1cccc2cnccc12, predict the reactants needed to synthesize it. The reactants are: CCOC(=O)C(CC(=O)OC(C)(C)C)c1cccc2cnccc12. (3) Given the product C[C@@H](c1ccccc1)N1C(=O)N[C@@H]2C(=O)OC[C@@H]21, predict the reactants needed to synthesize it. The reactants are: C[C@@H](c1ccccc1)n1c2c([nH]c1=O)C(=O)OC2. (4) Given the product C=CCN1CCC2CCCC1C2, predict the reactants needed to synthesize it. The reactants are: C1CC2CCNC(C1)C2.C=CCBr.